This data is from Full USPTO retrosynthesis dataset with 1.9M reactions from patents (1976-2016). The task is: Predict the reactants needed to synthesize the given product. (1) Given the product [ClH:25].[ClH:70].[NH2:55][C@H:52]1[CH2:53][CH2:54][N:50]([CH:31]2[CH2:30][CH2:29][CH2:28][CH2:27][C:26]2([CH:10]([C:11]2[CH:16]=[CH:15][C:14]([O:17][CH2:18][C:19]3[CH:24]=[CH:23][CH:22]=[CH:21][CH:20]=3)=[C:13]([Cl:25])[CH:12]=2)[CH3:9])[OH:32])[CH2:51]1, predict the reactants needed to synthesize it. The reactants are: Cl.Cl.N[C@H]1CCN([CH2:9][CH:10]([C:26]2([OH:32])[CH2:31][CH2:30][CH2:29][CH2:28][CH2:27]2)[C:11]2[CH:16]=[CH:15][C:14]([O:17][CH2:18][C:19]3[CH:24]=[CH:23][CH:22]=[CH:21][CH:20]=3)=[C:13]([Cl:25])[CH:12]=2)C1.C(OC1C=CC(C(C2(O)CCCCC2)C([N:50]2[CH2:54][CH2:53][C@H:52]([NH:55]C(=O)OC(C)(C)C)[CH2:51]2)=O)=CC=1[Cl:70])C1C=CC=CC=1. (2) Given the product [N+:27]([C:24]1[CH:25]=[CH:26][C:21]([CH2:7][CH2:6][CH2:5][CH2:4][CH2:3][CH2:2][CH2:1][O:8][CH2:9][CH:10]2[CH:17]3[CH2:18][CH:13]4[CH2:14][CH:15]([CH2:19][CH:11]2[CH2:12]4)[CH2:16]3)=[CH:22][CH:23]=1)([O-:29])=[O:28], predict the reactants needed to synthesize it. The reactants are: [CH2:1]([O:8][CH2:9][CH:10]1[CH:17]2[CH2:18][CH:13]3[CH2:14][CH:15]([CH2:19][CH:11]1[CH2:12]3)[CH2:16]2)[CH2:2][CH2:3][CH2:4][CH2:5][CH:6]=[CH2:7].Br[C:21]1[CH:26]=[CH:25][C:24]([N+:27]([O-:29])=[O:28])=[CH:23][CH:22]=1. (3) Given the product [CH2:1]([C:4]1[CH:13]=[CH:12][CH:11]=[C:10]2[C:5]=1[CH:6]=[CH:7][C:8](=[N:16][NH2:17])[NH:9]2)[CH:2]=[CH2:3], predict the reactants needed to synthesize it. The reactants are: [CH2:1]([C:4]1[CH:13]=[CH:12][CH:11]=[C:10]2[C:5]=1[CH:6]=[CH:7][C:8](=S)[NH:9]2)[CH:2]=[CH2:3].O.[NH2:16][NH2:17]. (4) Given the product [BrH:10].[OH:7][CH2:6][CH2:5][N:4]1[CH2:3][CH2:2][N:1]=[C:9]1[NH2:8], predict the reactants needed to synthesize it. The reactants are: [NH2:1][CH2:2][CH2:3][NH:4][CH2:5][CH2:6][OH:7].[N:8]#[C:9][Br:10]. (5) Given the product [C:1]([O:5][C:6](=[O:31])[NH:7][C:8]1[CH:13]=[C:12]([N:14]2[CH2:19][CH2:18][C:17]([F:21])([F:20])[CH2:16][CH2:15]2)[CH:11]=[C:10]([CH2:22][S:23][C:24]2[CH:28]=[C:27]([CH2:29][CH3:30])[N:26]([CH3:32])[N:25]=2)[N:9]=1)([CH3:4])([CH3:3])[CH3:2], predict the reactants needed to synthesize it. The reactants are: [C:1]([O:5][C:6](=[O:31])[NH:7][C:8]1[CH:13]=[C:12]([N:14]2[CH2:19][CH2:18][C:17]([F:21])([F:20])[CH2:16][CH2:15]2)[CH:11]=[C:10]([CH2:22][S:23][C:24]2[CH:28]=[C:27]([CH2:29][CH3:30])[NH:26][N:25]=2)[N:9]=1)([CH3:4])([CH3:3])[CH3:2].[C:32](=O)([O-])[O-].[Cs+].[Cs+].CI.O.